This data is from Full USPTO retrosynthesis dataset with 1.9M reactions from patents (1976-2016). The task is: Predict the reactants needed to synthesize the given product. (1) Given the product [Cl:15][C:12]1[CH:13]=[CH:14][C:9]([C:8]2[NH:7][C:2]([C:3]([F:6])([F:5])[F:4])=[CH:19][C:18]=2[C:17]([O:21][CH3:22])=[O:20])=[CH:10][CH:11]=1, predict the reactants needed to synthesize it. The reactants are: Cl[CH:2]([N:7]=[C:8](Cl)[C:9]1[CH:14]=[CH:13][C:12]([Cl:15])=[CH:11][CH:10]=1)[C:3]([F:6])([F:5])[F:4].[C:17]([O:21][CH3:22])(=[O:20])[CH:18]=[CH2:19].N12CCCN=C1CCCCC2. (2) Given the product [CH3:26][N:27]1[C:32](=[O:33])[CH:31]=[C:30]([C:34]2[CH:39]=[CH:38][N:37]=[CH:36][N:35]=2)[N:29]=[C:6]1[N:8]1[CH2:13][CH2:12][O:11][CH:10]([C:14]2[CH:15]=[CH:16][C:17]([C:20]3[N:21]([CH3:25])[CH:22]=[CH:23][N:24]=3)=[CH:18][CH:19]=2)[CH2:9]1, predict the reactants needed to synthesize it. The reactants are: C(O[C:6]([N:8]1[CH2:13][CH2:12][O:11][CH:10]([C:14]2[CH:19]=[CH:18][C:17]([C:20]3[N:21]([CH3:25])[CH:22]=[CH:23][N:24]=3)=[CH:16][CH:15]=2)[CH2:9]1)=O)(C)(C)C.[CH3:26][N:27]1[C:32](=[O:33])[CH:31]=[C:30]([C:34]2[CH:39]=[CH:38][N:37]=[CH:36][N:35]=2)[N:29]=C1N1CCOC(C2ON=C(C3C=CC=CC=3)N=2)C1.C(N(CC)CC)C.N1C(=O)C=CN=C1C1N=CC=CN=1. (3) Given the product [CH:10]1[CH:9]=[C:8]([OH:7])[C:13]2[N:46]=[CH:50][CH:49]=[CH:54][C:12]=2[CH:11]=1, predict the reactants needed to synthesize it. The reactants are: NCC(P(=O)(O)[O:7][C:8]1[CH:13]=[CH:12][CH:11]=[CH:10][CH:9]=1)(C)C.C(O)(=O)C(C)O.C(OC(=O)C1C=CC=C(O)C=1)C1C=CC=CC=1.F[P-](F)(F)(F)(F)F.[N:46]1(O[P+](N2CCCC2)(N2CCCC2)N2CCCC2)[C:50]2C=CC=[CH:54][C:49]=2N=N1.C(N(C(C)C)CC)(C)C.